Dataset: Reaction yield outcomes from USPTO patents with 853,638 reactions. Task: Predict the reaction yield, written as a fraction of the theoretical maximum amount of product (1.0 means a 100% yield; for example, 0.34 means a 34% yield). (1) The reactants are [C:1]1([S:7]([N:10]2[CH2:18][C@H:17]([N:19]=[N+]=[N-])[CH2:16][C@H:11]2[C:12]([O:14][CH3:15])=[O:13])(=[O:9])=[O:8])[CH:6]=[CH:5][CH:4]=[CH:3][CH:2]=1. The catalyst is CO.[Pd]. The product is [C:1]1([S:7]([N:10]2[CH2:18][C@H:17]([NH2:19])[CH2:16][C@H:11]2[C:12]([O:14][CH3:15])=[O:13])(=[O:8])=[O:9])[CH:2]=[CH:3][CH:4]=[CH:5][CH:6]=1. The yield is 1.00. (2) The reactants are [Br:1][C:2]1[CH:3]=[C:4]2[C:10]([CH:11]([C:13]3[C:18]([F:19])=[CH:17][CH:16]=[C:15]([O:20][CH2:21][CH2:22][O:23]C4CCCCO4)[C:14]=3[F:30])O)=[CH:9][NH:8][C:5]2=[N:6][CH:7]=1.FC(F)(F)C(O)=O.C([SiH](CC)CC)C. The catalyst is C(#N)C. The product is [Br:1][C:2]1[CH:3]=[C:4]2[C:10]([CH2:11][C:13]3[C:14]([F:30])=[C:15]([CH:16]=[CH:17][C:18]=3[F:19])[O:20][CH2:21][CH2:22][OH:23])=[CH:9][NH:8][C:5]2=[N:6][CH:7]=1. The yield is 0.350. (3) The reactants are C(NC(C)C)(C)C.[Li]CCCC.[C:13]([O:16][CH2:17][CH3:18])(=[O:15])[CH3:14].[N+:19]([C:22]1[C:27]2[N:28]=[C:29]([C:33]3[CH:38]=[CH:37][CH:36]=[C:35]([C:39]([F:42])([F:41])[F:40])[CH:34]=3)[O:30][C:31](=O)[C:26]=2[CH:25]=[CH:24][CH:23]=1)([O-:21])=[O:20].[Li+].CC([N-]C(C)C)C.CCOC(C)=O.[OH-].[Na+]. The catalyst is C1COCC1.[Cl-].[Na+].O. The product is [N+:19]([C:22]1[CH:23]=[CH:24][CH:25]=[C:26]2[C:27]=1[NH:28][C:29]([C:33]1[CH:38]=[CH:37][CH:36]=[C:35]([C:39]([F:40])([F:41])[F:42])[CH:34]=1)=[C:14]([C:13]([O:16][CH2:17][CH3:18])=[O:15])[C:31]2=[O:30])([O-:21])=[O:20]. The yield is 0.420. (4) The yield is 0.490. The reactants are CC1N=C(N2C(=O)NN=C2)SC=1C(OCC)=O.[C:18]([C:21]1[S:25][C:24]([N:26]2[CH2:30][CH2:29][NH:28][C:27]2=[O:31])=[N:23][C:22]=1[CH3:32])(=[O:20])[CH3:19].Br[CH2:34][CH:35]1[CH2:37][C:36]1([F:39])[F:38]. The product is [C:18]([C:21]1[S:25][C:24]([N:26]2[CH2:30][CH2:29][N:28]([CH2:34][CH:35]3[CH2:37][C:36]3([F:39])[F:38])[C:27]2=[O:31])=[N:23][C:22]=1[CH3:32])(=[O:20])[CH3:19]. No catalyst specified. (5) The reactants are [C:1]([C:5]1[N:9]([CH2:10][CH:11]2[CH2:16][CH2:15][C:14]([F:18])([F:17])[CH2:13][CH2:12]2)[C:8]2[CH:19]=[CH:20][C:21]([S:23](Cl)(=[O:25])=[O:24])=[CH:22][C:7]=2[N:6]=1)([CH3:4])([CH3:3])[CH3:2].[NH:27]1[CH:31]=[CH:30][CH:29]=[N:28]1. The catalyst is CC#N. The product is [C:1]([C:5]1[N:9]([CH2:10][CH:11]2[CH2:16][CH2:15][C:14]([F:18])([F:17])[CH2:13][CH2:12]2)[C:8]2[CH:19]=[CH:20][C:21]([S:23]([N:27]3[CH:31]=[CH:30][CH:29]=[N:28]3)(=[O:25])=[O:24])=[CH:22][C:7]=2[N:6]=1)([CH3:4])([CH3:3])[CH3:2]. The yield is 0.750. (6) The reactants are [CH:1]1([CH2:4][N:5]2[C:10](=[O:11])[C:9]([CH2:12][CH:13](C(OC(C)(C)C)=O)[C:14](OC(C)(C)C)=O)=[CH:8][C:7]([C:28]3[CH:33]=[CH:32][C:31]([O:34][CH3:35])=[C:30]([F:36])[CH:29]=3)=[N:6]2)[CH2:3][CH2:2]1.[H-].[Na+].C(OC(C)(C)C)(=O)CC(OC(C)(C)C)=O.BrC[C:56]1[C:57](=O)[N:58]([CH2:71][CH:72]2CC2)N=C(C2C=CC(OC)=C(F)C=2)C=1.[CH3:76][N:77](C)C=O. The catalyst is O. The product is [CH:1]1([CH2:4][N:5]2[C:10](=[O:11])[C:9]([CH2:12][CH2:13][CH2:14][N:58]3[CH2:57][CH2:56][N:77]([CH3:76])[CH2:72][CH2:71]3)=[CH:8][C:7]([C:28]3[CH:33]=[CH:32][C:31]([O:34][CH3:35])=[C:30]([F:36])[CH:29]=3)=[N:6]2)[CH2:3][CH2:2]1. The yield is 0.618.